This data is from Forward reaction prediction with 1.9M reactions from USPTO patents (1976-2016). The task is: Predict the product of the given reaction. (1) Given the reactants [H-].C([Al+]CC(C)C)C(C)C.[Br:11][C:12]1[CH:21]=[C:20]2[C:15]([CH:16]=[C:17]([N:26]([CH3:28])[CH3:27])[C:18]([C:22](OC)=[O:23])=[CH:19]2)=[CH:14][CH:13]=1.C(#N)C.C(=O)=O.CCOC(C)=O, predict the reaction product. The product is: [Br:11][C:12]1[CH:21]=[C:20]2[C:15]([CH:16]=[C:17]([N:26]([CH3:28])[CH3:27])[C:18]([CH2:22][OH:23])=[CH:19]2)=[CH:14][CH:13]=1. (2) Given the reactants Cl[C:2]1[CH:3]=[C:4]([C:14](C2C=CC=C(Cl)C=2)=[O:15])[CH:5]=[CH:6][C:7]=1[CH2:8][N:9]1[CH2:13][CH2:12][CH2:11][CH2:10]1.Br[C:24]1[CH:29]=[CH:28][CH:27]=[CH:26][CH:25]=1.[Mg].[Cl:31][C:32]1[CH:33]=[C:34](C(C2C=CC(C)=CC=2)=O)[CH:35]=[CH:36][CH:37]=1, predict the reaction product. The product is: [Cl:31][C:32]1[CH:33]=[CH:34][C:35]([C:14]([C:4]2[CH:3]=[CH:2][C:7]([CH2:8][N:9]3[CH2:10][CH2:11][CH2:12][CH2:13]3)=[CH:6][CH:5]=2)([C:24]2[CH:29]=[CH:28][CH:27]=[CH:26][CH:25]=2)[OH:15])=[CH:36][CH:37]=1. (3) Given the reactants N[C:2]1[CH:14]=[CH:13][C:5]([C:6]([O:8][C:9]([CH3:12])([CH3:11])[CH3:10])=[O:7])=[C:4]([F:15])[C:3]=1C=NO.[C:19](OCC)(=[O:21])C, predict the reaction product. The product is: [F:15][C:4]1[CH:3]=[C:2]([CH:19]=[O:21])[CH:14]=[CH:13][C:5]=1[C:6]([O:8][C:9]([CH3:10])([CH3:11])[CH3:12])=[O:7].